From a dataset of Catalyst prediction with 721,799 reactions and 888 catalyst types from USPTO. Predict which catalyst facilitates the given reaction. (1) Reactant: C([Mg]Cl)CCC.C([Li])CCC.[C:12]([NH:19][C:20]1[C:29]2[C:24](=[CH:25][CH:26]=[CH:27][CH:28]=2)[C:23](Br)=[CH:22][CH:21]=1)([O:14][C:15]([CH3:18])([CH3:17])[CH3:16])=[O:13].[B:31](OC)([O:34]C)[O:32]C.[Cl-].[NH4+].C(=O)(O)[O-].[Na+]. Product: [C:12]([NH:19][C:20]1[C:29]2[C:24](=[CH:25][CH:26]=[CH:27][CH:28]=2)[C:23]([B:31]([OH:34])[OH:32])=[CH:22][CH:21]=1)([O:14][C:15]([CH3:18])([CH3:17])[CH3:16])=[O:13]. The catalyst class is: 56. (2) Reactant: [CH3:1][CH2:2][C@@H:3]([C:51]([OH:53])=[O:52])[C@@H:4]1[O:9][C@@H:8]([C@H:10]([C@H:12]([OH:49])[C@@H:13]([C:15]([C@@H:17]([C@H:20]2[O:25][C@@:24]3([O:30][C@:29]4([O:34][C@@:33]([C@@H:36]5[O:41][C@@H:40]([CH3:42])[C@@:39]([OH:45])([CH2:43][CH3:44])[CH2:38][CH2:37]5)([CH3:35])[CH2:32][CH2:31]4)[C@H:28]([OH:46])[CH:27]=[CH:26]3)[C@H:23]([CH3:47])[CH2:22][C@@H:21]2[CH3:48])[CH2:18][CH3:19])=[O:16])[CH3:14])[CH3:11])[C@@H:7]([CH3:50])[CH2:6][CH2:5]1.[Na+].[CH:55]1[CH:60]=[CH:59][C:58]([CH2:61]Br)=[CH:57][CH:56]=1.C([O-])(O)=O.[Na+].CN(C=O)C. Product: [CH3:1][CH2:2][C@@H:3]([C:51]([O:53][CH2:61][C:58]1[CH:59]=[CH:60][CH:55]=[CH:56][CH:57]=1)=[O:52])[C@@H:4]1[O:9][C@@H:8]([C@H:10]([C@H:12]([OH:49])[C@@H:13]([C:15]([C@@H:17]([C@H:20]2[O:25][C@@:24]3([O:30][C@:29]4([O:34][C@@:33]([C@@H:36]5[O:41][C@@H:40]([CH3:42])[C@@:39]([OH:45])([CH2:43][CH3:44])[CH2:38][CH2:37]5)([CH3:35])[CH2:32][CH2:31]4)[C@H:28]([OH:46])[CH:27]=[CH:26]3)[C@H:23]([CH3:47])[CH2:22][C@@H:21]2[CH3:48])[CH2:18][CH3:19])=[O:16])[CH3:14])[CH3:11])[C@@H:7]([CH3:50])[CH2:6][CH2:5]1. The catalyst class is: 25. (3) Reactant: [N:1]1[CH:6]=[CH:5][C:4]([CH2:7][OH:8])=[CH:3][CH:2]=1.[C:9]1([N:15]=[C:16]=[O:17])[CH:14]=[CH:13][CH:12]=[CH:11][CH:10]=1. Product: [C:9]1([NH:15][C:16](=[O:17])[O:8][CH2:7][C:4]2[CH:5]=[CH:6][N:1]=[CH:2][CH:3]=2)[CH:14]=[CH:13][CH:12]=[CH:11][CH:10]=1. The catalyst class is: 2. (4) Product: [O:3]=[C:4]1[C:13]([CH:14]2[CH2:15][CH2:16][N:17]([C:20]([O:22][C@@H:23]([C:43]3[O:47][NH:46][CH:45]([CH2:48][OH:49])[N:44]=3)[CH2:24][C:25]3[CH:33]=[C:32]([CH3:34])[C:31]4[C:27](=[CH:28][N:29]([CH2:35][O:36][CH2:37][CH2:38][Si:39]([CH3:40])([CH3:42])[CH3:41])[N:30]=4)[CH:26]=3)=[O:21])[CH2:18][CH2:19]2)=[CH:12][C:11]2[C:6](=[CH:7][CH:8]=[CH:9][CH:10]=2)[NH:5]1. The catalyst class is: 8. Reactant: [BH4-].[Li+].[O:3]=[C:4]1[C:13]([CH:14]2[CH2:19][CH2:18][N:17]([C:20]([O:22][C@@H:23]([C:43]3[O:47][N:46]=[C:45]([C:48](OCC)=[O:49])[N:44]=3)[CH2:24][C:25]3[CH:33]=[C:32]([CH3:34])[C:31]4[C:27](=[CH:28][N:29]([CH2:35][O:36][CH2:37][CH2:38][Si:39]([CH3:42])([CH3:41])[CH3:40])[N:30]=4)[CH:26]=3)=[O:21])[CH2:16][CH2:15]2)=[CH:12][C:11]2[C:6](=[CH:7][CH:8]=[CH:9][CH:10]=2)[NH:5]1. (5) Reactant: NC1C=CC=CC=1[C:4]([NH:6][O:7][C:8]([CH3:11])([CH3:10])[CH3:9])=[O:5].[C:16]([NH2:24])(=O)[C:17]1[CH:22]=[CH:21][CH:20]=[CH:19][CH:18]=1. Product: [C:8]([O:7][N:6]1[C:22]2[C:17](=[CH:18][CH:19]=[CH:20][CH:21]=2)[CH:16]=[N:24][C:4]1=[O:5])([CH3:11])([CH3:10])[CH3:9]. The catalyst class is: 198. (6) Reactant: [Cl:1][C:2]1[N:7]=[C:6]([CH3:8])[N:5]=[C:4]([NH2:9])[CH:3]=1.N1C=CC=CC=1.[C:16](OC(=O)C)(=[O:18])[CH3:17]. Product: [Cl:1][C:2]1[N:7]=[C:6]([CH3:8])[N:5]=[C:4]([NH:9][C:16](=[O:18])[CH3:17])[CH:3]=1. The catalyst class is: 250.